Predict the product of the given reaction. From a dataset of Forward reaction prediction with 1.9M reactions from USPTO patents (1976-2016). (1) Given the reactants [OH:1][CH2:2][C:3]1[S:7][CH:6]=[N:5][CH:4]=1.C(N(CC)CC)C.[Cl:15][C:16]([O:18][C:19]1[CH:24]=[CH:23][C:22]([N+:25]([O-:27])=[O:26])=[CH:21][CH:20]=1)=[O:17].Cl, predict the reaction product. The product is: [ClH:15].[N+:25]([C:22]1[CH:21]=[CH:20][C:19]([O:18][C:16]([O:1][CH2:2][C:3]2[S:7][CH:6]=[N:5][CH:4]=2)=[O:17])=[CH:24][CH:23]=1)([O-:27])=[O:26]. (2) Given the reactants Br[C:2]1[CH:7]=[CH:6][C:5]([S:8]([NH:11][C@H:12]2[CH2:17][CH2:16][CH2:15][C@@H:14]([N:18]3[CH:22]=[N:21][N:20]=[CH:19]3)[CH2:13]2)(=[O:10])=[O:9])=[C:4]([CH2:23][CH3:24])[CH:3]=1.[NH:25]1[CH:29]=[CH:28][CH:27]=[N:26]1.C(=NO)C1C(=CC=CC=1)O.C(=O)([O-])[O-].[Cs+].[Cs+], predict the reaction product. The product is: [CH2:23]([C:4]1[CH:3]=[C:2]([N:25]2[CH:29]=[CH:28][CH:27]=[N:26]2)[CH:7]=[CH:6][C:5]=1[S:8]([NH:11][C@H:12]1[CH2:17][CH2:16][CH2:15][C@@H:14]([N:18]2[CH:22]=[N:21][N:20]=[CH:19]2)[CH2:13]1)(=[O:10])=[O:9])[CH3:24]. (3) Given the reactants [C:1]([O-:4])(=O)[CH3:2].C([O-])(=[O:7])C.C([O-])(=O)C.C([O-])(=O)C.[Pb+4].C1(CC(O)=O)C=CC=CC=1.N1CC=CN1.N=N.[CH3:35][C@H:36]1[C@:42]2([OH:56])[CH:43]3[C@:48]([OH:54])([CH2:49]C(CO)=[CH:51][C@H:41]2[C@H:40]([C:57]([CH3:59])=[CH2:58])[C:38](=[O:39])[CH2:37]1)[C:46](=[O:47])[C:45]([CH3:55])=[CH:44]3, predict the reaction product. The product is: [CH3:35][C@H:36]1[C@:42]2([OH:56])[C@H:43]3[C@:48]([OH:54])([CH2:49][C:2]([CH2:1][OH:4])=[CH:51][C@H:41]2[C@@H:40]2[C:57]([CH3:58])([CH3:59])[C@:38]2([OH:39])[C@@H:37]1[OH:7])[C:46](=[O:47])[C:45]([CH3:55])=[CH:44]3. (4) Given the reactants O.C[O:3][C:4]([C:6]1[C:7]([Cl:28])=[N:8][C:9]2[CH:10]=[C:11]3[O:27][CH2:26][CH2:25][O:24][C:12]3=[CH:13][C:14]=2[C:15]=1[CH2:16][N:17]1[CH2:22][CH2:21][N:20]([CH3:23])[CH2:19][CH2:18]1)=O.[H-].C([Al+]CC(C)C)C(C)C.[C@H](O)(C([O-])=O)[C@@H](O)C([O-])=O.[Na+].[K+], predict the reaction product. The product is: [Cl:28][C:7]1[C:6]([CH2:4][OH:3])=[C:15]([CH2:16][N:17]2[CH2:18][CH2:19][N:20]([CH3:23])[CH2:21][CH2:22]2)[C:14]2[CH:13]=[C:12]3[O:24][CH2:25][CH2:26][O:27][C:11]3=[CH:10][C:9]=2[N:8]=1. (5) Given the reactants [F:1][C:2]1[CH:3]=[C:4]([C:8](=O)[CH2:9][C:10]#[N:11])[CH:5]=[CH:6][CH:7]=1.[NH2:13][C:14]1[CH:19]=[CH:18][N:17]=[CH:16][C:15]=1[CH:20]=O.N1CCCCC1.C(Cl)Cl, predict the reaction product. The product is: [F:1][C:2]1[CH:3]=[C:4]([C:8]2[C:9]([C:10]#[N:11])=[CH:20][C:15]3[C:14](=[CH:19][CH:18]=[N:17][CH:16]=3)[N:13]=2)[CH:5]=[CH:6][CH:7]=1. (6) Given the reactants [CH3:1][C:2]1([CH3:20])[CH2:7][CH2:6][N:5]([C:8]2[CH:13]=[CH:12][C:11]([S:14][C:15]([F:18])([F:17])[F:16])=[CH:10][CH:9]=2)[C:4](=[O:19])[NH:3]1.[H-].[Na+].Cl[CH2:24][C:25]1[C:33]2[C:28](=[N:29][CH:30]=[CH:31][CH:32]=2)[N:27](C(OC(C)(C)C)=O)[CH:26]=1, predict the reaction product. The product is: [CH3:1][C:2]1([CH3:20])[CH2:7][CH2:6][N:5]([C:8]2[CH:9]=[CH:10][C:11]([S:14][C:15]([F:18])([F:17])[F:16])=[CH:12][CH:13]=2)[C:4](=[O:19])[N:3]1[CH2:24][C:25]1[C:33]2[C:28](=[N:29][CH:30]=[CH:31][CH:32]=2)[NH:27][CH:26]=1.